From a dataset of Reaction yield outcomes from USPTO patents with 853,638 reactions. Predict the reaction yield, written as a fraction of the theoretical maximum amount of product (1.0 means a 100% yield; for example, 0.34 means a 34% yield). (1) The reactants are [Cl:1][C:2]1[CH:3]=[C:4]([NH:9][CH2:10][CH2:11][C:12]2[CH:17]=[CH:16][CH:15]=[C:14]([O:18][CH2:19][C:20]3[CH:25]=[CH:24][CH:23]=[CH:22][CH:21]=3)[CH:13]=2)[CH:5]=[CH:6][C:7]=1[Cl:8].[OH:26][C:27]1[CH:32]=[CH:31][C:30]([CH2:33][C:34](O)=[O:35])=[CH:29][CH:28]=1.P(Cl)(Cl)Cl. The catalyst is ClC1C=CC=CC=1. The product is [Cl:1][C:2]1[CH:3]=[C:4]([N:9]([CH2:10][CH2:11][C:12]2[CH:17]=[CH:16][CH:15]=[C:14]([O:18][CH2:19][C:20]3[CH:21]=[CH:22][CH:23]=[CH:24][CH:25]=3)[CH:13]=2)[C:34](=[O:35])[CH2:33][C:30]2[CH:31]=[CH:32][C:27]([OH:26])=[CH:28][CH:29]=2)[CH:5]=[CH:6][C:7]=1[Cl:8]. The yield is 0.990. (2) The reactants are C([O:3][C:4](=[O:40])[CH2:5][N:6]([S:32]([N:35]([CH:37]([CH3:39])[CH3:38])[CH3:36])(=[O:34])=[O:33])[CH2:7][C:8]1[CH:13]=[CH:12][CH:11]=[C:10]([O:14][CH2:15][C:16]2[N:17]=[C:18]([C:22]3[CH:27]=[CH:26][C:25]([C:28]([F:31])([F:30])[F:29])=[CH:24][CH:23]=3)[O:19][C:20]=2[CH3:21])[CH:9]=1)C.O.[OH-].[Li+]. No catalyst specified. The product is [CH:37]([N:35]([S:32]([N:6]([CH2:5][C:4]([OH:40])=[O:3])[CH2:7][C:8]1[CH:13]=[CH:12][CH:11]=[C:10]([O:14][CH2:15][C:16]2[N:17]=[C:18]([C:22]3[CH:23]=[CH:24][C:25]([C:28]([F:30])([F:29])[F:31])=[CH:26][CH:27]=3)[O:19][C:20]=2[CH3:21])[CH:9]=1)(=[O:33])=[O:34])[CH3:36])([CH3:39])[CH3:38]. The yield is 0.990. (3) The reactants are Br[C:2]1[N:7]=[C:6]([CH3:8])[C:5]([CH:9]=[O:10])=[CH:4][CH:3]=1.[SH:11][C:12]1[CH:20]=[CH:19][C:15]([C:16]([OH:18])=[O:17])=[CH:14][CH:13]=1.[C:21]([O-])([O-])=O.[K+].[K+].CI. The catalyst is CN(C=O)C. The product is [CH3:21][O:17][C:16](=[O:18])[C:15]1[CH:19]=[CH:20][C:12]([S:11][C:2]2[CH:3]=[CH:4][C:5]([CH:9]=[O:10])=[C:6]([CH3:8])[N:7]=2)=[CH:13][CH:14]=1. The yield is 0.850. (4) The reactants are Cl[C:2]1[N:3]([CH3:13])[C:4]2[C:9]([C:10]=1[CH:11]=[O:12])=[CH:8][CH:7]=[CH:6][CH:5]=2.[NH:14]1[CH2:19][CH2:18][NH:17][CH2:16][CH2:15]1. No catalyst specified. The product is [N:14]1([C:2]2[N:3]([CH3:13])[C:4]3[C:9]([C:10]=2[CH:11]=[O:12])=[CH:8][CH:7]=[CH:6][CH:5]=3)[CH2:19][CH2:18][NH:17][CH2:16][CH2:15]1. The yield is 0.240. (5) The reactants are Br[C:2]1[C:12]2[O:11][CH2:10][CH2:9][N:8]([C:13]([O:15][C:16]([CH3:19])([CH3:18])[CH3:17])=[O:14])[CH2:7][C:6]=2[CH:5]=[CH:4][CH:3]=1.[O:20]1[CH:24]=[CH:23][CH:22]=[C:21]1B(O)O.O. The catalyst is C(O)C.C(=O)([O-])[O-].[Na+].[Na+].C1(C)C=CC=CC=1.C1C=CC([P]([Pd]([P](C2C=CC=CC=2)(C2C=CC=CC=2)C2C=CC=CC=2)([P](C2C=CC=CC=2)(C2C=CC=CC=2)C2C=CC=CC=2)[P](C2C=CC=CC=2)(C2C=CC=CC=2)C2C=CC=CC=2)(C2C=CC=CC=2)C2C=CC=CC=2)=CC=1. The product is [O:20]1[CH:24]=[CH:23][CH:22]=[C:21]1[C:2]1[C:12]2[O:11][CH2:10][CH2:9][N:8]([C:13]([O:15][C:16]([CH3:19])([CH3:18])[CH3:17])=[O:14])[CH2:7][C:6]=2[CH:5]=[CH:4][CH:3]=1. The yield is 0.785. (6) The reactants are [Li+].[OH-].C[O:4][C:5]([C:7]1[CH:8]=[C:9]2[C:14](=[CH:15][CH:16]=1)[N:13]=[CH:12][C:11]([NH:17][S:18]([C:21]1[CH:26]=[C:25]([Br:27])[CH:24]=[CH:23][C:22]=1[O:28][CH3:29])(=[O:20])=[O:19])=[CH:10]2)=[O:6]. The catalyst is C1COCC1.O. The product is [Br:27][C:25]1[CH:24]=[CH:23][C:22]([O:28][CH3:29])=[C:21]([S:18]([NH:17][C:11]2[CH:12]=[N:13][C:14]3[C:9]([CH:10]=2)=[CH:8][C:7]([C:5]([OH:6])=[O:4])=[CH:16][CH:15]=3)(=[O:19])=[O:20])[CH:26]=1. The yield is 0.530. (7) The reactants are C1(N2C(C3C=CC(O)=CC=3)=CC(/C=C/C(OC)=O)=N2)CCCCC1.C([O:32][C:33]1[CH:38]=[CH:37][C:36]([C:39]2[N:43]([CH:44]3[CH2:49][CH2:48][CH2:47][CH2:46][CH2:45]3)[N:42]=[C:41](/[CH:50]=[CH:51]/[C:52]([O:54][CH3:55])=[O:53])[C:40]=2[C:56]2[CH:61]=[CH:60][CH:59]=[CH:58][CH:57]=2)=[CH:35][CH:34]=1)C1C=CC=CC=1. No catalyst specified. The product is [CH:44]1([N:43]2[C:39]([C:36]3[CH:37]=[CH:38][C:33]([OH:32])=[CH:34][CH:35]=3)=[C:40]([C:56]3[CH:61]=[CH:60][CH:59]=[CH:58][CH:57]=3)[C:41](/[CH:50]=[CH:51]/[C:52]([O:54][CH3:55])=[O:53])=[N:42]2)[CH2:45][CH2:46][CH2:47][CH2:48][CH2:49]1. The yield is 1.00. (8) The reactants are [C:1]([C:5]1[N:13]=[C:12]2[CH:8]([N:9]=[CH:10][NH:11]2)[C:7](=O)[N:6]=1)([CH3:4])([CH3:3])[CH3:2].CN(C=O)C.O=S(Cl)[Cl:22]. The catalyst is C(Cl)(Cl)Cl. The product is [C:1]([C:5]1[N:13]=[C:12]2[C:8]([N:9]=[CH:10][NH:11]2)=[C:7]([Cl:22])[N:6]=1)([CH3:4])([CH3:3])[CH3:2]. The yield is 0.820.